Dataset: Catalyst prediction with 721,799 reactions and 888 catalyst types from USPTO. Task: Predict which catalyst facilitates the given reaction. Reactant: [C:1]([O:5][C:6]([NH:8][CH:9]([C:15]([O:17][CH2:18][CH3:19])=[O:16])[C:10]([O:12][CH2:13][CH3:14])=[O:11])=[O:7])([CH3:4])([CH3:3])[CH3:2].C(=O)([O-])[O-].[K+].[K+].Br[CH2:27][C:28]([O:30][CH2:31][CH3:32])=[O:29].Cl. Product: [C:1]([O:5][C:6]([NH:8][C:9]([C:10]([O:12][CH2:13][CH3:14])=[O:11])([CH2:27][C:28]([O:30][CH2:31][CH3:32])=[O:29])[C:15]([O:17][CH2:18][CH3:19])=[O:16])=[O:7])([CH3:4])([CH3:2])[CH3:3]. The catalyst class is: 3.